This data is from Catalyst prediction with 721,799 reactions and 888 catalyst types from USPTO. The task is: Predict which catalyst facilitates the given reaction. (1) Reactant: [CH3:1][O:2][C:3]1[CH:4]=[CH:5][C:6]2[N:11]([C:12]([O:14][CH2:15][C:16]3[CH:21]=[CH:20][CH:19]=[CH:18][CH:17]=3)=[O:13])[CH2:10][C:9](=[O:22])[NH:8][C:7]=2[N:23]=1.[H-].[Na+].[N+](C1C=C(S(O[CH2:39][C@@H:40]2[CH2:42][O:41]2)(=O)=O)C=CC=1)([O-])=O. Product: [CH3:1][O:2][C:3]1[CH:4]=[CH:5][C:6]2[N:11]([C:12]([O:14][CH2:15][C:16]3[CH:17]=[CH:18][CH:19]=[CH:20][CH:21]=3)=[O:13])[CH2:10][C:9](=[O:22])[N:8]([CH2:39][C@@H:40]3[CH2:42][O:41]3)[C:7]=2[N:23]=1. The catalyst class is: 3. (2) Reactant: [H-].[Na+].[Cl:3][C:4]1[CH:5]=[C:6]2[C:10](=[CH:11][CH:12]=1)[NH:9][C:8](=[O:13])[C:7]2=[O:14].[CH3:15][O:16][C:17](=[O:26])[CH:18](Br)[CH2:19][CH:20]1[CH2:24][CH2:23][CH2:22][CH2:21]1. Product: [CH3:15][O:16][C:17](=[O:26])[CH:18]([N:9]1[C:10]2[C:6](=[CH:5][C:4]([Cl:3])=[CH:12][CH:11]=2)[C:7](=[O:14])[C:8]1=[O:13])[CH2:19][CH:20]1[CH2:21][CH2:22][CH2:23][CH2:24]1. The catalyst class is: 35. (3) Product: [CH2:28]([O:27][C:25]1[CH:24]=[C:19]([CH:18]=[C:17]([O:16][CH2:7][CH2:8][CH2:9][CH2:10][CH2:11][CH2:12][CH2:13][CH2:14][CH2:15][CH2:10][CH2:11][CH3:12])[CH:26]=1)[CH2:20][OH:22])[CH2:29][CH2:30][CH2:31][CH2:32][CH2:33][CH2:34][CH2:35][CH2:36][CH2:7][CH2:8][CH3:9]. The catalyst class is: 1. Reactant: [H-].[H-].[H-].[H-].[Li+].[Al+3].[CH2:7]([O:16][C:17]1[CH:18]=[C:19]([CH:24]=[C:25]([O:27][CH2:28][CH2:29][CH2:30][CH2:31][CH2:32][CH2:33][CH2:34][CH2:35][CH3:36])[CH:26]=1)[C:20]([O:22]C)=O)[CH2:8][CH2:9][CH2:10][CH2:11][CH2:12][CH2:13][CH2:14][CH3:15]. (4) Reactant: [CH3:1][C:2]1[CH:7]=[C:6]([OH:8])[CH:5]=[CH:4][C:3]=1[OH:9].Br[CH2:11][C:12]([O:14][CH2:15][CH3:16])=[O:13].C(=O)([O-])[O-].[K+].[K+]. Product: [OH:9][C:3]1[CH:4]=[CH:5][C:6]([O:8][CH2:11][C:12]([O:14][CH2:15][CH3:16])=[O:13])=[CH:7][C:2]=1[CH3:1]. The catalyst class is: 10. (5) Reactant: C1N=CN(C(N2C=NC=C2)=O)C=1.[NH2:13][C:14]1[N:23]([CH2:24][CH3:25])[C:22]2[N:21]=[C:20]([C:26]3[CH:31]=[CH:30][C:29]([CH2:32][C:33](O)=[O:34])=[CH:28][CH:27]=3)[CH:19]=[CH:18][C:17]=2[C:16](=[O:36])[C:15]=1[C:37](=[O:40])[NH:38][CH3:39].[ClH:41].[CH3:42][CH:43]([N:45]1[CH2:50][CH2:49][O:48][CH2:47][CH:46]1[CH2:51][NH2:52])[CH3:44].C(=O)([O-])[O-].[Na+].[Na+]. Product: [ClH:41].[NH2:13][C:14]1[N:23]([CH2:24][CH3:25])[C:22]2[C:17]([C:16](=[O:36])[C:15]=1[C:37]([NH:38][CH3:39])=[O:40])=[CH:18][CH:19]=[C:20]([C:26]1[CH:31]=[CH:30][C:29]([CH2:32][C:33]([NH:52][CH2:51][CH:46]3[CH2:47][O:48][CH2:49][CH2:50][N:45]3[CH:43]([CH3:44])[CH3:42])=[O:34])=[CH:28][CH:27]=1)[N:21]=2. The catalyst class is: 3.